This data is from Forward reaction prediction with 1.9M reactions from USPTO patents (1976-2016). The task is: Predict the product of the given reaction. (1) Given the reactants [F:1][C:2]([F:21])([F:20])[C:3]1[C:11]([C:12]#[N:13])=[CH:10][CH:9]=[C:8]2[C:4]=1[CH:5]=[C:6]([CH2:14][CH2:15][C:16]([F:19])([F:18])[F:17])[NH:7]2.C([O-])([O-])=O.[Cs+].[Cs+].Cl[CH2:29][C:30]1[N:34]=[C:33]([C:35]2[CH:40]=[CH:39][CH:38]=[C:37]([C:41]([F:44])([F:43])[F:42])[CH:36]=2)[O:32][N:31]=1, predict the reaction product. The product is: [F:21][C:2]([F:1])([F:20])[C:3]1[C:11]([C:12]#[N:13])=[CH:10][CH:9]=[C:8]2[C:4]=1[CH:5]=[C:6]([CH2:14][CH2:15][C:16]([F:19])([F:18])[F:17])[N:7]2[CH2:29][C:30]1[N:34]=[C:33]([C:35]2[CH:40]=[CH:39][CH:38]=[C:37]([C:41]([F:44])([F:42])[F:43])[CH:36]=2)[O:32][N:31]=1. (2) Given the reactants C[O:2][C:3]([C:5]1[CH:6]=[CH:7][C:8]2[O:12][C:11]([CH:13]([CH:16]([C:18]3[CH:23]=[CH:22][C:21]([O:24][CH2:25][C:26](=[O:31])[C:27]([CH3:30])([CH3:29])[CH3:28])=[C:20]([CH:32]([CH3:34])[CH3:33])[CH:19]=3)[CH3:17])[CH2:14][CH3:15])=[CH:10][C:9]=2[CH:35]=1)=[O:4].[OH-].[Na+], predict the reaction product. The product is: [CH3:30][C:27]([CH3:28])([CH3:29])[C:26](=[O:31])[CH2:25][O:24][C:21]1[CH:22]=[CH:23][C:18]([CH:16]([CH:13]([C:11]2[O:12][C:8]3[CH:7]=[CH:6][C:5]([C:3]([OH:4])=[O:2])=[CH:35][C:9]=3[CH:10]=2)[CH2:14][CH3:15])[CH3:17])=[CH:19][C:20]=1[CH:32]([CH3:33])[CH3:34]. (3) The product is: [Cl:24][C:20]1[CH:19]=[C:18]2[C:23](=[CH:22][CH:21]=1)[N:15]([C:14]1[N:13]([CH3:25])[N:12]=[C:11]([CH3:26])[C:10]=1[CH2:9][CH2:8][CH:2]1[S:29][C:28](=[O:33])[NH:27][C:3]1=[O:4])[CH:16]=[CH:17]2. Given the reactants Cl[CH:2]([CH2:8][CH2:9][C:10]1[C:11]([CH3:26])=[N:12][N:13]([CH3:25])[C:14]=1[N:15]1[C:23]2[C:18](=[CH:19][C:20]([Cl:24])=[CH:21][CH:22]=2)[CH:17]=[CH:16]1)[C:3](OCC)=[O:4].[NH2:27][C:28](N)=[S:29].C([O-])(=[O:33])C.[Na+].Cl, predict the reaction product. (4) Given the reactants C([O:8][C:9]1[CH:10]=[C:11]2[N:21]([C:22]([C:24]3[NH:25][C:26]4[C:31]([CH:32]=3)=[CH:30][C:29]([O:33][CH3:34])=[C:28]([O:35][CH3:36])[C:27]=4[O:37][CH3:38])=[O:23])[CH2:20][CH:19]([CH2:39][Cl:40])[C:12]2=[C:13]2[C:18]=1[N:17]=[CH:16][CH:15]=[CH:14]2)C1C=CC=CC=1, predict the reaction product. The product is: [Cl:40][CH2:39][CH:19]1[C:12]2=[C:13]3[C:18](=[C:9]([OH:8])[CH:10]=[C:11]2[N:21]([C:22]([C:24]2[NH:25][C:26]4[C:31]([CH:32]=2)=[CH:30][C:29]([O:33][CH3:34])=[C:28]([O:35][CH3:36])[C:27]=4[O:37][CH3:38])=[O:23])[CH2:20]1)[N:17]=[CH:16][CH:15]=[CH:14]3. (5) Given the reactants [NH2:1][C:2]1[CH:20]=[C:19]([C:21]#[N:22])[CH:18]=[CH:17][C:3]=1[CH2:4][NH:5][C:6](=[O:16])[C:7]1[CH:12]=[C:11]([O:13][CH3:14])[CH:10]=[C:9]([Cl:15])[CH:8]=1.Br[CH:24]([OH:26])[CH3:25], predict the reaction product. The product is: [Cl:15][C:9]1[CH:8]=[C:7]([CH:12]=[C:11]([O:13][CH3:14])[CH:10]=1)[C:6]([NH:5][CH2:4][C:3]1[CH:17]=[CH:18][C:19]([C:21]#[N:22])=[CH:20][C:2]=1[NH:1][CH2:25][CH2:24][OH:26])=[O:16].